Dataset: Forward reaction prediction with 1.9M reactions from USPTO patents (1976-2016). Task: Predict the product of the given reaction. (1) Given the reactants [CH:1]1([O:6][C:7](=[O:41])[C@@H:8]([NH2:40])[CH2:9][CH2:10][O:11][C:12]2[CH:21]=[C:20]3[C:15]([C:16]([O:22][C:23]4[CH:28]=[CH:27][C:26]([NH:29][C:30](=[O:37])[C:31]5[CH:36]=[CH:35][CH:34]=[CH:33][CH:32]=5)=[CH:25][CH:24]=4)=[CH:17][CH:18]=[N:19]3)=[CH:14][C:13]=2[O:38][CH3:39])[CH2:5][CH2:4][CH2:3][CH2:2]1.[C:42]1(=O)[CH2:47][CH2:46][CH2:45][CH2:44][CH2:43]1.C([BH3-])#N.[Na+], predict the reaction product. The product is: [CH:1]1([O:6][C:7](=[O:41])[C@@H:8]([NH:40][CH:42]2[CH2:47][CH2:46][CH2:45][CH2:44][CH2:43]2)[CH2:9][CH2:10][O:11][C:12]2[CH:21]=[C:20]3[C:15]([C:16]([O:22][C:23]4[CH:28]=[CH:27][C:26]([NH:29][C:30](=[O:37])[C:31]5[CH:32]=[CH:33][CH:34]=[CH:35][CH:36]=5)=[CH:25][CH:24]=4)=[CH:17][CH:18]=[N:19]3)=[CH:14][C:13]=2[O:38][CH3:39])[CH2:5][CH2:4][CH2:3][CH2:2]1. (2) Given the reactants C([N:3]([CH2:6]C)CC)C.C1(P(N=[N+]=[N-])(C2C=CC=CC=2)=[O:15])C=CC=CC=1.[C:25]([OH:29])([CH3:28])([CH3:27])[CH3:26].[CH3:30][C:31]1[CH:39]=[CH:38][C:34](C(O)=O)=[CH:33][N:32]=1, predict the reaction product. The product is: [C:25]([O:29][C:6](=[O:15])[NH:3][C:34]1[CH:33]=[N:32][C:31]([CH3:30])=[CH:39][CH:38]=1)([CH3:28])([CH3:27])[CH3:26]. (3) Given the reactants [Br:1]Br.[NH2:3][C:4]1[C:9]([CH2:10][OH:11])=[CH:8][CH:7]=[CH:6][N:5]=1, predict the reaction product. The product is: [NH2:3][C:4]1[C:9]([CH2:10][OH:11])=[CH:8][C:7]([Br:1])=[CH:6][N:5]=1. (4) The product is: [C:1]1([C:7]2[C:15]3[C:10](=[CH:11][CH:12]=[CH:13][CH:14]=3)[NH:9][C:8]=2[CH2:16][S:20][CH2:19][C:18]([O:22][CH2:27][CH3:28])=[O:21])[CH:2]=[CH:3][CH:4]=[CH:5][CH:6]=1. Given the reactants [C:1]1([C:7]2[C:15]3[C:10](=[CH:11][CH:12]=[CH:13][CH:14]=3)[NH:9][C:8]=2[CH2:16]O)[CH:6]=[CH:5][CH:4]=[CH:3][CH:2]=1.[C:18]([OH:22])(=[O:21])[CH2:19][SH:20].B(F)(F)F.[CH3:27][CH2:28]OCC.Cl, predict the reaction product. (5) Given the reactants N#N.[C:3]([O:7][C:8]([NH:10][CH:11]([CH2:15][C:16]1[CH:21]=[C:20]([F:22])[C:19]([O:23][CH3:24])=[CH:18][C:17]=1[F:25])[C:12](O)=O)=[O:9])([CH3:6])([CH3:5])[CH3:4].C(N1CCOCC1)C.CN(C(O[N:42]1N=[N:49][C:44]2[CH:45]=[CH:46][CH:47]=[CH:48][C:43]1=2)=[N+](C)C)C.[B-](F)(F)(F)F.C1(N)C(N)=CC=CC=1, predict the reaction product. The product is: [NH:42]1[C:43]2[CH:48]=[CH:47][CH:46]=[CH:45][C:44]=2[N:49]=[C:12]1[CH:11]([NH:10][C:8](=[O:9])[O:7][C:3]([CH3:6])([CH3:5])[CH3:4])[CH2:15][C:16]1[CH:21]=[C:20]([F:22])[C:19]([O:23][CH3:24])=[CH:18][C:17]=1[F:25]. (6) Given the reactants [CH3:1][O:2][C:3](=[O:13])[C:4]1[CH:9]=[CH:8][CH:7]=[C:6]([N:10]=[C:11]=[O:12])[CH:5]=1.[C:14]([C:18]1[CH:23]=[CH:22][C:21]([NH:24][CH2:25][C:26]2[CH:39]=[CH:38][C:29]([C:30]([NH:32][C:33]3[N:34]=[N:35][NH:36][N:37]=3)=[O:31])=[CH:28][CH:27]=2)=[CH:20][CH:19]=1)([CH3:17])([CH3:16])[CH3:15], predict the reaction product. The product is: [CH3:1][O:2][C:3](=[O:13])[C:4]1[CH:9]=[CH:8][CH:7]=[C:6]([NH:10][C:11]([N:24]([C:21]2[CH:20]=[CH:19][C:18]([C:14]([CH3:17])([CH3:16])[CH3:15])=[CH:23][CH:22]=2)[CH2:25][C:26]2[CH:27]=[CH:28][C:29]([C:30](=[O:31])[NH:32][C:33]3[N:34]=[N:35][NH:36][N:37]=3)=[CH:38][CH:39]=2)=[O:12])[CH:5]=1. (7) Given the reactants [Cl:1][C:2]1[CH:3]=[C:4]([CH:18]=[CH:19][CH:20]=1)[CH2:5][NH:6][C:7]([C:9]1[CH:17]=[C:16]2[C:12]([CH:13]=[N:14][NH:15]2)=[CH:11][CH:10]=1)=[O:8].[Cl:21][C:22]1[CH:23]=[N:24][N:25]([CH2:27][CH2:28]Cl)[CH:26]=1.N1C2C(=CC=CC=2)C=N1, predict the reaction product. The product is: [Cl:1][C:2]1[CH:3]=[C:4]([CH:18]=[CH:19][CH:20]=1)[CH2:5][NH:6][C:7]([C:9]1[CH:10]=[CH:11][C:12]2[C:16]([CH:17]=1)=[N:15][N:14]([CH2:28][CH2:27][N:25]1[CH:26]=[C:22]([Cl:21])[CH:23]=[N:24]1)[CH:13]=2)=[O:8]. (8) Given the reactants Br[C:2]1[CH:17]=[CH:16][CH:15]=[CH:14][C:3]=1[O:4][C:5]1[CH:10]=[C:9]([CH:11]2[CH2:13][CH2:12]2)[N:8]=[CH:7][N:6]=1.[F:18][C:19]1[CH:24]=[C:23](B2OC(C)(C)C(C)(C)O2)[CH:22]=[CH:21][C:20]=1[C:34]1[CH:35]=[N:36][C:37]([NH2:40])=[N:38][CH:39]=1, predict the reaction product. The product is: [CH:11]1([C:9]2[N:8]=[CH:7][N:6]=[C:5]([O:4][C:3]3[CH:14]=[CH:15][CH:16]=[CH:17][C:2]=3[C:23]3[CH:22]=[CH:21][C:20]([C:34]4[CH:39]=[N:38][C:37]([NH2:40])=[N:36][CH:35]=4)=[C:19]([F:18])[CH:24]=3)[CH:10]=2)[CH2:13][CH2:12]1. (9) Given the reactants [CH2:1]([O:8][C:9]1[CH:10]=[C:11]([CH:22]=[CH:23][CH:24]=1)[O:12][C:13]1[CH:20]=[CH:19][C:16]([CH:17]=[O:18])=[C:15](Br)[CH:14]=1)[C:2]1[CH:7]=[CH:6][CH:5]=[CH:4][CH:3]=1.[B:25]1([B:25]2[O:29][C:28]([CH3:31])([CH3:30])[C:27]([CH3:33])([CH3:32])[O:26]2)[O:29][C:28]([CH3:31])([CH3:30])[C:27]([CH3:33])([CH3:32])[O:26]1.CC([O-])=O.[K+], predict the reaction product. The product is: [CH2:1]([O:8][C:9]1[CH:10]=[C:11]([CH:22]=[CH:23][CH:24]=1)[O:12][C:13]1[CH:20]=[CH:19][C:16]([CH:17]=[O:18])=[C:15]([B:25]2[O:29][C:28]([CH3:31])([CH3:30])[C:27]([CH3:33])([CH3:32])[O:26]2)[CH:14]=1)[C:2]1[CH:7]=[CH:6][CH:5]=[CH:4][CH:3]=1.